This data is from Full USPTO retrosynthesis dataset with 1.9M reactions from patents (1976-2016). The task is: Predict the reactants needed to synthesize the given product. (1) Given the product [CH2:1]([CH:5]([CH2:11][C:12]1[CH:13]=[CH:14][C:15]([O:18][CH2:19][CH2:20][NH:21][C:22]([C:24]2[CH:25]=[CH:26][C:27]([C:30]3[CH:35]=[CH:34][CH:33]=[C:32]([O:36][CH3:37])[CH:31]=3)=[CH:28][CH:29]=2)=[O:23])=[CH:16][CH:17]=1)[C:6]([OH:8])=[O:7])[CH2:2][CH2:3][CH3:4], predict the reactants needed to synthesize it. The reactants are: [CH2:1]([CH:5]([CH2:11][C:12]1[CH:17]=[CH:16][C:15]([O:18][CH2:19][CH2:20][NH:21][C:22]([C:24]2[CH:29]=[CH:28][C:27]([C:30]3[CH:35]=[CH:34][CH:33]=[C:32]([O:36][CH3:37])[CH:31]=3)=[CH:26][CH:25]=2)=[O:23])=[CH:14][CH:13]=1)[C:6]([O:8]CC)=[O:7])[CH2:2][CH2:3][CH3:4].[OH-].[Na+]. (2) The reactants are: [H-].C([Al+]CC(C)C)C(C)C.[Cl:11][C:12]1[C:17]([O:18][CH:19]([CH3:21])[CH3:20])=[C:16]([C:22](OC)=[O:23])[CH:15]=[C:14]([CH:26]2[CH2:28][CH2:27]2)[C:13]=1[C:29]1[CH:34]=[CH:33][C:32]([F:35])=[CH:31][CH:30]=1.O.O.O.O.O.O.O.O.O.O.S([O-])([O-])(=O)=O.[Na+].[Na+]. Given the product [Cl:11][C:12]1[C:17]([O:18][CH:19]([CH3:21])[CH3:20])=[C:16]([CH2:22][OH:23])[CH:15]=[C:14]([CH:26]2[CH2:28][CH2:27]2)[C:13]=1[C:29]1[CH:30]=[CH:31][C:32]([F:35])=[CH:33][CH:34]=1, predict the reactants needed to synthesize it. (3) The reactants are: [CH3:1][C:2](=[N:4][OH:5])[CH3:3].[CH3:6][S:7]([O:10][C:11]1[CH:16]=[CH:15][CH:14]=[CH:13][C:12]=1[CH:17]1[O:21][N:20]=[C:19]([C:22]2[N:23]=[C:24]([CH:27]3[CH2:32][CH2:31][N:30]([C:33](=[O:36])[CH2:34]Cl)[CH2:29][CH2:28]3)[S:25][CH:26]=2)[CH2:18]1)(=[O:9])=[O:8].C(=O)([O-])[O-].[Cs+].[Cs+]. Given the product [CH3:6][S:7]([O:10][C:11]1[CH:16]=[CH:15][CH:14]=[CH:13][C:12]=1[CH:17]1[O:21][N:20]=[C:19]([C:22]2[N:23]=[C:24]([CH:27]3[CH2:32][CH2:31][N:30]([C:33](=[O:36])[CH2:34][O:5][N:4]=[C:2]([CH3:3])[CH3:1])[CH2:29][CH2:28]3)[S:25][CH:26]=2)[CH2:18]1)(=[O:9])=[O:8], predict the reactants needed to synthesize it.